This data is from Retrosynthesis with 50K atom-mapped reactions and 10 reaction types from USPTO. The task is: Predict the reactants needed to synthesize the given product. (1) Given the product COc1ccc2c(c1)C(O)(c1ccccc1)CC2, predict the reactants needed to synthesize it. The reactants are: COc1ccc2c(c1)C(=O)CC2.[Mg+]c1ccccc1. (2) The reactants are: C#Cc1csc(C2CCN(C(=O)OC(C)(C)C)CC2)n1. Given the product C#Cc1csc(C2CCNCC2)n1, predict the reactants needed to synthesize it. (3) Given the product COc1cc2c(c(OC)c1OC)-c1ccc(OC(=O)c3cccc(CN4CCN(C(=O)OC(C)(C)C)CC4)c3)cc1[C@@H](NC(C)=O)CC2, predict the reactants needed to synthesize it. The reactants are: CC(C)(C)OC(=O)N1CCNCC1.COc1cc2c(c(OC)c1OC)-c1ccc(OC(=O)c3cccc(CCl)c3)cc1[C@@H](NC(C)=O)CC2. (4) Given the product Cn1c(CCc2ccc(C#N)cc2)nc2cc(C(=O)O)ccc21, predict the reactants needed to synthesize it. The reactants are: COC(=O)c1ccc2c(c1)nc(CCc1ccc(C#N)cc1)n2C.